From a dataset of Reaction yield outcomes from USPTO patents with 853,638 reactions. Predict the reaction yield, written as a fraction of the theoretical maximum amount of product (1.0 means a 100% yield; for example, 0.34 means a 34% yield). The reactants are [CH2:1]([O:3][C:4]([C:6]1[C:7]2[CH:15]=[N:14][NH:13][C:8]=2[N:9]=[C:10]([Cl:12])[CH:11]=1)=[O:5])[CH3:2].[O:16]1[CH:21]=[CH:20][CH2:19][CH2:18][CH2:17]1.O.C1(C)C=CC(S(O)(=O)=O)=CC=1.O. The catalyst is O1CCCC1. The product is [CH2:1]([O:3][C:4]([C:6]1[C:7]2[CH:15]=[N:14][N:13]([CH:17]3[CH2:18][CH2:19][CH2:20][CH2:21][O:16]3)[C:8]=2[N:9]=[C:10]([Cl:12])[CH:11]=1)=[O:5])[CH3:2]. The yield is 0.690.